This data is from Forward reaction prediction with 1.9M reactions from USPTO patents (1976-2016). The task is: Predict the product of the given reaction. The product is: [CH:7]([N:11]1[C:19]2[CH:18]=[C:17]([Cl:20])[N:16]=[CH:15][C:14]=2[C:13]([N:1]2[CH2:5][CH2:4][NH:3][C:2]2=[O:6])=[N:12]1)([CH2:9][CH3:10])[CH3:8]. Given the reactants [NH:1]1[CH2:5][CH2:4][NH:3][C:2]1=[O:6].[CH:7]([N:11]1[C:19]2[CH:18]=[C:17]([Cl:20])[N:16]=[CH:15][C:14]=2[C:13](I)=[N:12]1)([CH2:9][CH3:10])[CH3:8].C1(P(C2C=CC=CC=2)C2C3OC4C(=CC=CC=4P(C4C=CC=CC=4)C4C=CC=CC=4)C(C)(C)C=3C=CC=2)C=CC=CC=1.C(=O)([O-])[O-].[Cs+].[Cs+], predict the reaction product.